This data is from Tyrosyl-DNA phosphodiesterase HTS with 341,365 compounds. The task is: Binary Classification. Given a drug SMILES string, predict its activity (active/inactive) in a high-throughput screening assay against a specified biological target. (1) The drug is O=c1n(nc(C(=O)NCCN(C)C)c(=O)n1C)c1ccc(cc1)C. The result is 0 (inactive). (2) The compound is S(C1C(=O)NC(=O)NC1=O)c1c([N+]([O-])=O)cccc1. The result is 0 (inactive). (3) The compound is s1c2nc(SCC#N)n(c(=O)c2cc1CC)CC=C. The result is 0 (inactive). (4) The drug is O1CCN(CC1)C(=O)COc1ccc(NC(=O)c2c(OC)ccc([N+]([O-])=O)c2)cc1. The result is 0 (inactive). (5) The molecule is Clc1c(ccc(Cl)c1)/C=N\NC(=O)Cn1cc(ccc1=O)C(F)(F)F. The result is 0 (inactive).